Dataset: Experimentally validated miRNA-target interactions with 360,000+ pairs, plus equal number of negative samples. Task: Binary Classification. Given a miRNA mature sequence and a target amino acid sequence, predict their likelihood of interaction. The protein sequence of the target gene is MGEHPSPGPAVAACAEAERIEELEPEAEERLPAAPEDHWKVLFDQFDPGNTGYISTGKFRSLLESHSSKLDPHKREVLLALADSHADGQIGYQDFVSLMSNKRSNSFRQAILQGNRRLSSKALLEEKGLSLSQRLIRHVAYETLPREIDRKWYYDSYTCCPPPWFMITVTLLEVAFFLYNGVSLGQFVLQVTHPRYLKNSLVYHPQLRAQVWRYLTYIFMHAGIEHLGLNVVLQLLVGVPLEMVHGATRIGLVYVAGVVAGSLAVSVADMTAPVVGSSGGVYALVSAHLANIVMNWSGMK.... Result: 1 (interaction). The miRNA is hsa-miR-8485 with sequence CACACACACACACACACGUAU.